From a dataset of Full USPTO retrosynthesis dataset with 1.9M reactions from patents (1976-2016). Predict the reactants needed to synthesize the given product. Given the product [Br:23][C:15]1[S:14][C:13]([C:4]2[CH:5]=[CH:6][C:7]([CH2:8][CH2:9][CH2:10][CH2:11][CH3:12])=[C:2]([F:1])[CH:3]=2)=[CH:17][CH:16]=1, predict the reactants needed to synthesize it. The reactants are: [F:1][C:2]1[CH:3]=[C:4]([C:13]2[S:14][CH:15]=[CH:16][CH:17]=2)[CH:5]=[CH:6][C:7]=1[CH2:8][CH2:9][CH2:10][CH2:11][CH3:12].[Li]CCCC.[Br:23]Br.